From a dataset of Full USPTO retrosynthesis dataset with 1.9M reactions from patents (1976-2016). Predict the reactants needed to synthesize the given product. (1) Given the product [CH3:2][CH:3]([CH3:10])[N:4]=[C:5]=[N:6][CH:7]([CH3:9])[CH3:8].[CH:11]1[CH:12]=[CH:13][C:14]2[N:19]([OH:20])[N:18]=[N:17][C:15]=2[CH:16]=1, predict the reactants needed to synthesize it. The reactants are: Cl.[CH3:2][CH:3]([CH3:10])[N:4]=[C:5]=[N:6][CH:7]([CH3:9])[CH3:8].[CH:11]1[CH:12]=[CH:13][C:14]2[N:19]([OH:20])[N:18]=[N:17][C:15]=2[CH:16]=1.O. (2) Given the product [Cl:19][C:15]1[C:16]2[C:11](=[CH:10][C:9]([S:8]([O:42][C:33]3[C:32]([F:31])=[C:37]([F:38])[C:36]([F:39])=[C:35]([F:40])[C:34]=3[F:41])(=[O:28])=[O:50])=[CH:18][CH:17]=2)[CH:12]=[N:13][N:14]=1, predict the reactants needed to synthesize it. The reactants are: C([S:8][C:9]1[CH:10]=[C:11]2[C:16](=[CH:17][CH:18]=1)[C:15]([Cl:19])=[N:14][N:13]=[CH:12]2)C1C=CC=CC=1.ClN1C(C)(C)C(=[O:28])N(Cl)C1=O.[F:31][C:32]1[C:37]([F:38])=[C:36]([F:39])[C:35]([F:40])=[C:34]([F:41])[C:33]=1[OH:42].C(N(CC)CC)C.[OH2:50]. (3) The reactants are: [CH3:1][O:2][C:3](=[O:20])[C:4]1[CH:9]=[C:8]([CH:10]=[O:11])[C:7]([C:12]([F:15])([F:14])[F:13])=[CH:6][C:5]=1[NH:16][C:17](=[O:19])[CH3:18].[CH2:21]([Mg]Cl)[CH2:22][CH3:23]. Given the product [CH3:1][O:2][C:3](=[O:20])[C:4]1[CH:9]=[C:8]([CH:10]([OH:11])[CH2:21][CH2:22][CH3:23])[C:7]([C:12]([F:15])([F:14])[F:13])=[CH:6][C:5]=1[NH:16][C:17](=[O:19])[CH3:18], predict the reactants needed to synthesize it. (4) Given the product [CH:1]1([S:7]([CH2:8][C:9]2[CH:14]=[C:13]([N:15]3[CH2:20][CH2:19][O:18][CH2:17][C@@H:16]3[CH3:21])[N:12]=[C:11]([C:22]3[CH:23]=[CH:24][C:25]([NH:28][C:29]([NH:31][CH3:32])=[O:30])=[CH:26][CH:27]=3)[N:10]=2)(=[O:41])=[O:50])[CH2:6][CH2:5][CH2:4][CH2:3][CH2:2]1, predict the reactants needed to synthesize it. The reactants are: [CH:1]1([S:7][CH2:8][C:9]2[CH:14]=[C:13]([N:15]3[CH2:20][CH2:19][O:18][CH2:17][C@@H:16]3[CH3:21])[N:12]=[C:11]([C:22]3[CH:27]=[CH:26][C:25]([NH:28][C:29]([NH:31][CH3:32])=[O:30])=[CH:24][CH:23]=3)[N:10]=2)[CH2:6][CH2:5][CH2:4][CH2:3][CH2:2]1.ClC1C=CC=C(C(OO)=[O:41])C=1.[Mn]([O-])(=O)(=O)=O.[Na+].[OH2:50].